Dataset: Catalyst prediction with 721,799 reactions and 888 catalyst types from USPTO. Task: Predict which catalyst facilitates the given reaction. (1) Reactant: [Cl:1][C:2]1[CH:20]=[C:19]([F:21])[C:18]([N:22]2[C:27](=[O:28])[CH:26]=[C:25]([C:29]([F:32])([F:31])[F:30])[NH:24][C:23]2=[O:33])=[CH:17][C:3]=1[O:4][C:5]1[CH:16]=[CH:15][CH:14]=[CH:13][C:6]=1[O:7][CH2:8][C:9]([O:11][CH3:12])=[O:10].[C:34](=O)([O-])[O-].[K+].[K+].CI.Cl. Product: [Cl:1][C:2]1[CH:20]=[C:19]([F:21])[C:18]([N:22]2[C:27](=[O:28])[CH:26]=[C:25]([C:29]([F:30])([F:31])[F:32])[N:24]([CH3:34])[C:23]2=[O:33])=[CH:17][C:3]=1[O:4][C:5]1[CH:16]=[CH:15][CH:14]=[CH:13][C:6]=1[O:7][CH2:8][C:9]([O:11][CH3:12])=[O:10]. The catalyst class is: 9. (2) Reactant: [CH3:1][O:2][C:3]([C@H:5]1[CH2:7][C@H:6]1[C:8]([OH:10])=[O:9])=[O:4].CN(C1C=CC=CN=1)C.C(OC(O[C:23]([CH3:26])([CH3:25])[CH3:24])=O)(O[C:23]([CH3:26])([CH3:25])[CH3:24])=O. Product: [CH3:1][O:2][C:3]([C@H:5]1[CH2:7][C@H:6]1[C:8]([O:10][C:23]([CH3:26])([CH3:25])[CH3:24])=[O:9])=[O:4]. The catalyst class is: 7. (3) Reactant: [O:1]1[C:5]2[CH:6]=[CH:7][C:8]([C:10]3[S:11][CH:12]=[C:13]([C:15]([OH:17])=O)[N:14]=3)=[CH:9][C:4]=2[CH2:3][CH2:2]1.[S:18]1[CH:22]=[N:21][N:20]=[C:19]1[NH2:23].CN(C(ON1N=NC2C=CC=CC1=2)=[N+](C)C)C.F[P-](F)(F)(F)(F)F. Product: [O:1]1[C:5]2[CH:6]=[CH:7][C:8]([C:10]3[S:11][CH:12]=[C:13]([C:15]([NH:23][C:19]4[S:18][CH:22]=[N:21][N:20]=4)=[O:17])[N:14]=3)=[CH:9][C:4]=2[CH2:3][CH2:2]1. The catalyst class is: 17. (4) Reactant: C[O:2][CH:3]1[CH:7]([CH:8]=O)[CH2:6][CH:5](OC)O1.[NH2:12][C:13]1[CH:14]=[N:15][C:16]([C:19]([F:22])([F:21])[F:20])=[CH:17][CH:18]=1. Product: [F:22][C:19]([F:20])([F:21])[C:16]1[N:15]=[CH:14][C:13]([N:12]2[CH:5]=[CH:6][C:7]([CH:3]=[O:2])=[CH:8]2)=[CH:18][CH:17]=1. The catalyst class is: 15.